Dataset: Experimentally validated miRNA-target interactions with 360,000+ pairs, plus equal number of negative samples. Task: Binary Classification. Given a miRNA mature sequence and a target amino acid sequence, predict their likelihood of interaction. (1) The protein sequence of the target gene is MVTMLMFLATLAGLFTTAKGQNFHLGKCPSPPVQENFDVKKYLGRWYEIEKIPASFEKGNCIQANYSLMENGNIEVLNKELSPDGTMNQVKGEAKQSNVSEPAKLEVQFFPLMPPAPYWILATDYENYALVYSCTTFFWLFHVDFVWILGRNPYLPPETITYLKDILTSNGIDIEKMTTTDQANCPDFL. The miRNA is mmu-miR-338-3p with sequence UCCAGCAUCAGUGAUUUUGUUG. Result: 1 (interaction). (2) The miRNA is cel-miR-233-3p with sequence UUGAGCAAUGCGCAUGUGCGGGA. The protein sequence of the target gene is MSSSYWSETSSSSCGTQQLPEVLQCQPQHYHCYHQSSQAQQPPEKNVVYERVRTYSGPMNKVVQALDPFNSREVLSPLKTTSSYQNLVWSDHSQELHSPTLKISTCAPSTLHITQNTEQELHSPTVKLTTYPQTTIRKYVVQNPEQEPLSQFLRGSHFFPGNNVIYEKTIRKVEKLNTDQGCHPQAQCHHHIIQQPQVIHSAHWQQPDSSQQIQAITGNNPISTHIGNELCHSGSSQICEQVIIQDDGPEKLDPRYFGELLADLSRKNTDLYHCLLEHLQRIGGSKQDFESTDESEDIES.... Result: 0 (no interaction). (3) The miRNA is rno-miR-26a-5p with sequence UUCAAGUAAUCCAGGAUAGGCU. The protein sequence of the target gene is MQKIKSLMTRQGLKSPQESLSDLGAIESLRVPGKEEFRELREQPSDPQAEQELINSIEQVYFSVDSFDIVKYELEKLPPVLNLQELEAYRDKLKQQQAAVSKKVADLILEKQPAYVKELERVTSLQTGLQLAAVICTNGRRHLNIAKEGFTQASLGLLANQRKRQLLIGLLKSLRTIKTLQRTDVRLSEMLEEEDYPGAIQLCLECQKAASTFKHYSCISELNSKLQDTLEQIEEQLDVALSKICKNFDINHYTKVQQAYRLLGKTQTAMDQLHMHFTQAIHNTVFQVVLGYVELCAGNT.... Result: 0 (no interaction).